The task is: Predict the reactants needed to synthesize the given product.. This data is from Full USPTO retrosynthesis dataset with 1.9M reactions from patents (1976-2016). (1) Given the product [CH:1]1([CH2:4][C@:5]2([CH2:29][C:30]([OH:33])([CH3:32])[CH3:31])[O:10][C:9](=[O:11])[N:8]([C@H:12]([C:14]3[CH:19]=[CH:18][C:17]([C:35]4[CH:36]=[CH:37][C:38]([C:41]5([C:44]([NH2:46])=[O:45])[CH2:43][CH2:42]5)=[N:39][CH:40]=4)=[CH:16][CH:15]=3)[CH3:13])[CH2:7][CH2:6]2)[CH2:3][CH2:2]1, predict the reactants needed to synthesize it. The reactants are: [CH:1]1([CH2:4][C@:5]2([CH2:29][C:30]([OH:33])([CH3:32])[CH3:31])[O:10][C:9](=[O:11])[N:8]([C@H:12]([C:14]3[CH:19]=[CH:18][C:17](B4OC(C)(C)C(C)(C)O4)=[CH:16][CH:15]=3)[CH3:13])[CH2:7][CH2:6]2)[CH2:3][CH2:2]1.Br[C:35]1[CH:36]=[CH:37][C:38]([C:41]2([C:44]([NH2:46])=[O:45])[CH2:43][CH2:42]2)=[N:39][CH:40]=1.C([O-])([O-])=O.[Na+].[Na+]. (2) Given the product [Cl:1][C:2]1[CH:16]=[CH:15][C:5]2[N:6]=[C:7]([N:9]3[CH2:14][CH2:13][N:12]([C:31]([C:30]4[CH:29]=[CH:28][C:27]([NH:26][S:23]([C:18]5[CH:19]=[CH:20][CH:21]=[CH:22][N:17]=5)(=[O:25])=[O:24])=[CH:35][CH:34]=4)=[O:32])[CH2:11][CH2:10]3)[S:8][C:4]=2[CH:3]=1, predict the reactants needed to synthesize it. The reactants are: [Cl:1][C:2]1[CH:16]=[CH:15][C:5]2[N:6]=[C:7]([N:9]3[CH2:14][CH2:13][NH:12][CH2:11][CH2:10]3)[S:8][C:4]=2[CH:3]=1.[N:17]1[CH:22]=[CH:21][CH:20]=[CH:19][C:18]=1[S:23]([NH:26][C:27]1[CH:35]=[CH:34][C:30]([C:31](O)=[O:32])=[CH:29][CH:28]=1)(=[O:25])=[O:24].